This data is from Full USPTO retrosynthesis dataset with 1.9M reactions from patents (1976-2016). The task is: Predict the reactants needed to synthesize the given product. Given the product [F:38][C:2]1([F:1])[O:6][C:5]2[CH:7]=[CH:8][C:9]([C:11]3([C:14]([NH:16][C@H:17]4[C:26]5[C:21](=[CH:22][CH:23]=[CH:24][CH:25]=5)[O:20][C@@H:19]([C:27]5[N:32]=[CH:31][C:30]([C:33]([OH:35])=[O:34])=[CH:29][CH:28]=5)[CH2:18]4)=[O:15])[CH2:13][CH2:12]3)=[CH:10][C:4]=2[O:3]1, predict the reactants needed to synthesize it. The reactants are: [F:1][C:2]1([F:38])[O:6][C:5]2[CH:7]=[CH:8][C:9]([C:11]3([C:14]([NH:16][C@H:17]4[C:26]5[C:21](=[CH:22][CH:23]=[CH:24][CH:25]=5)[O:20][C@@H:19]([C:27]5[N:32]=[CH:31][C:30]([C:33]([O:35]CC)=[O:34])=[CH:29][CH:28]=5)[CH2:18]4)=[O:15])[CH2:13][CH2:12]3)=[CH:10][C:4]=2[O:3]1.